Binary Classification. Given a drug SMILES string, predict its activity (active/inactive) in a high-throughput screening assay against a specified biological target. From a dataset of M1 muscarinic receptor antagonist screen with 61,756 compounds. (1) The compound is n1(c2c(nc1NCc1ccc(N(C)C)cc1)cccc2)CC. The result is 0 (inactive). (2) The molecule is s1c2nc(c3c(CC(OC3)(C)C)c2c2ncnc(NCc3occc3)c12)C. The result is 0 (inactive). (3) The result is 0 (inactive). The molecule is O1CCN(CC1)C(=O)c1c(n(nc1)c1ccccc1)NC(=O)Cc1ccccc1. (4) The molecule is O1c2c(N(CC(=O)NCCc3ccc(cc3)C)C(=O)C1)cccc2. The result is 0 (inactive). (5) The molecule is S(=O)(=O)(c1nc(oc1N1CC(OC(C1)C)C)c1occc1)c1ccccc1. The result is 0 (inactive). (6) The molecule is S(Cc1cc(ccc1)C)c1[nH]c(cc(=O)n1)C(OC)=O. The result is 0 (inactive). (7) The molecule is O(c1c(NC(=O)Cn2nnc(c2N)C(=O)Nc2ccccc2)cccc1)C. The result is 0 (inactive).